Dataset: Reaction yield outcomes from USPTO patents with 853,638 reactions. Task: Predict the reaction yield, written as a fraction of the theoretical maximum amount of product (1.0 means a 100% yield; for example, 0.34 means a 34% yield). The reactants are [C:1]([C:3]1[C:11]2[C:6](=[CH:7][C:8]([OH:12])=[CH:9][CH:10]=2)[N:5]([CH2:13][CH3:14])[C:4]=1[C:15]1[CH:20]=[CH:19][C:18]([NH:21][C:22]([CH:24]2[CH2:26][CH2:25]2)=[O:23])=[CH:17][CH:16]=1)#[N:2].C([O-])([O-])=O.[K+].[K+].Br[CH2:34][CH2:35][Cl:36].O. The catalyst is CCC(C)=O.C(OCC)(=O)C. The product is [Cl:36][CH2:35][CH2:34][O:12][C:8]1[CH:7]=[C:6]2[C:11]([C:3]([C:1]#[N:2])=[C:4]([C:15]3[CH:20]=[CH:19][C:18]([NH:21][C:22]([CH:24]4[CH2:26][CH2:25]4)=[O:23])=[CH:17][CH:16]=3)[N:5]2[CH2:13][CH3:14])=[CH:10][CH:9]=1. The yield is 0.810.